This data is from Forward reaction prediction with 1.9M reactions from USPTO patents (1976-2016). The task is: Predict the product of the given reaction. Given the reactants [C:1]([O:5][C:6](=[O:9])[NH:7][CH3:8])([CH3:4])([CH3:3])[CH3:2].[H-].[Na+].[CH3:12][O:13][C:14](=[O:27])[C:15]1[C:16](=[C:21]([CH2:25]Br)[CH:22]=[CH:23][CH:24]=1)[C:17]([O:19][CH3:20])=[O:18], predict the reaction product. The product is: [CH3:12][O:13][C:14](=[O:27])[C:15]1[C:16](=[C:21]([CH2:25][N:7]([C:6]([O:5][C:1]([CH3:4])([CH3:3])[CH3:2])=[O:9])[CH3:8])[CH:22]=[CH:23][CH:24]=1)[C:17]([O:19][CH3:20])=[O:18].